From a dataset of Catalyst prediction with 721,799 reactions and 888 catalyst types from USPTO. Predict which catalyst facilitates the given reaction. Product: [N:1]1([C:5]([C:7]2[CH:12]=[CH:11][C:10]([O:13][C:14]3[CH:15]=[C:16]([CH:26]=[C:27]([O:29][C@H:41]4[CH2:45][CH2:44][O:43][CH2:42]4)[CH:28]=3)[C:17]([NH:19][C:20]3[CH:24]=[CH:23][N:22]([CH3:25])[N:21]=3)=[O:18])=[CH:9][CH:8]=2)=[O:6])[CH2:4][CH2:3][CH2:2]1. Reactant: [N:1]1([C:5]([C:7]2[CH:12]=[CH:11][C:10]([O:13][C:14]3[CH:15]=[C:16]([CH:26]=[C:27]([OH:29])[CH:28]=3)[C:17]([NH:19][C:20]3[CH:24]=[CH:23][N:22]([CH3:25])[N:21]=3)=[O:18])=[CH:9][CH:8]=2)=[O:6])[CH2:4][CH2:3][CH2:2]1.CC1C=CC(S(O[C@@H:41]2[CH2:45][CH2:44][O:43][CH2:42]2)(=O)=O)=CC=1.C(=O)([O-])[O-].[K+].[K+]. The catalyst class is: 10.